From a dataset of Forward reaction prediction with 1.9M reactions from USPTO patents (1976-2016). Predict the product of the given reaction. Given the reactants [CH3:1][N:2]([CH3:33])[CH2:3][CH2:4][CH2:5][C:6]1[CH:7]=[C:8]([CH:28]=[CH:29][C:30]=1[O:31][CH3:32])[C:9]([NH:11][C:12]1[CH:17]=[CH:16][C:15]([C:18]2[CH:23]=[CH:22][C:21]([CH2:24][OH:25])=[CH:20][C:19]=2[CH3:26])=[C:14]([CH3:27])[CH:13]=1)=[O:10], predict the reaction product. The product is: [CH3:33][N:2]([CH3:1])[CH2:3][CH2:4][CH2:5][C:6]1[CH:7]=[C:8]([CH:28]=[CH:29][C:30]=1[O:31][CH3:32])[C:9]([NH:11][C:12]1[CH:17]=[CH:16][C:15]([C:18]2[CH:23]=[CH:22][C:21]([CH:24]=[O:25])=[CH:20][C:19]=2[CH3:26])=[C:14]([CH3:27])[CH:13]=1)=[O:10].